From a dataset of Catalyst prediction with 721,799 reactions and 888 catalyst types from USPTO. Predict which catalyst facilitates the given reaction. (1) Reactant: O=[C:2]1[CH2:6][CH2:5][CH2:4][CH:3]1[C:7]([O:9]C)=O.[NH2:11][C:12]([NH2:14])=[S:13].[OH-].[K+]. Product: [SH:13][C:12]1[N:11]=[C:7]([OH:9])[C:3]2[CH2:4][CH2:5][CH2:6][C:2]=2[N:14]=1. The catalyst class is: 40. (2) Reactant: [Cl-].[Cl-].[CH:3]1([Zr+2:12]C2C3C(CC=CC=3)CC2)[C:11]2[CH:6]([CH2:7][CH:8]=[CH:9][CH:10]=2)[CH2:5][CH2:4]1.[C:22]([OH:28])(=[O:27])[C:23]([CH3:26])([CH3:25])[CH3:24].C(N(CC)CC)C. Product: [C:22]([O-:28])(=[O:27])[C:23]([CH3:26])([CH3:25])[CH3:24].[C:22]([O-:28])(=[O:27])[C:23]([CH3:26])([CH3:25])[CH3:24].[C:22]([O-:28])(=[O:27])[C:23]([CH3:26])([CH3:25])[CH3:24].[CH:3]1([Zr+3:12])[C:11]2[CH:6]([CH2:7][CH:8]=[CH:9][CH:10]=2)[CH2:5][CH2:4]1. The catalyst class is: 11. (3) Reactant: CN1CCOCC1.[C:8]([O:12][C:13](=[O:31])[CH2:14][CH:15]1[C:21]2[CH:22]=[CH:23][CH:24]=[CH:25][C:20]=2[C:19](=[O:26])[N:18]([CH2:27][C:28]([OH:30])=O)[CH2:17][CH2:16]1)([CH3:11])([CH3:10])[CH3:9].[NH2:32][CH2:33][C:34]1[CH:39]=[CH:38][C:37]([NH:40][C:41]2[NH:45][C:44]3[CH:46]=[CH:47][CH:48]=[CH:49][C:43]=3[N:42]=2)=[CH:36][CH:35]=1.[B-](F)(F)(F)F.CCOC(C(C#N)=NOC(N(C)C)=[N+](C)C)=O. Product: [NH:42]1[C:43]2[CH:49]=[CH:48][CH:47]=[CH:46][C:44]=2[N:45]=[C:41]1[NH:40][C:37]1[CH:38]=[CH:39][C:34]([CH2:33][NH:32][C:28](=[O:30])[CH2:27][N:18]2[CH2:17][CH2:16][CH:15]([CH2:14][C:13]([O:12][C:8]([CH3:9])([CH3:11])[CH3:10])=[O:31])[C:21]3[CH:22]=[CH:23][CH:24]=[CH:25][C:20]=3[C:19]2=[O:26])=[CH:35][CH:36]=1. The catalyst class is: 3. (4) Reactant: [N+](C1C=CC(C([O:10][CH:11]2[CH2:16][CH2:15][C:14]([C:18]([O:20][CH3:21])=[O:19])([CH3:17])[CH2:13][CH2:12]2)=O)=CC=1)([O-])=O.C(=O)([O-])[O-].[K+].[K+]. Product: [OH:10][CH:11]1[CH2:12][CH2:13][C:14]([CH3:17])([C:18]([O:20][CH3:21])=[O:19])[CH2:15][CH2:16]1. The catalyst class is: 24. (5) Reactant: [CH2:1]([O:8][C:9](=[O:37])[NH:10][CH2:11][C@H:12]([N:28](C(OC(C)(C)C)=O)[CH3:29])[CH2:13][O:14][C:15](=[O:27])[NH:16][C:17]1[N:18]=[CH:19][C:20]2[C:25]([CH:26]=1)=[CH:24][CH:23]=[CH:22][CH:21]=2)[C:2]1[CH:7]=[CH:6][CH:5]=[CH:4][CH:3]=1.Cl. Product: [CH2:1]([O:8][C:9]([NH:10][CH2:11][C@H:12]([NH:28][CH3:29])[CH2:13][O:14][C:15](=[O:27])[NH:16][C:17]1[N:18]=[CH:19][C:20]2[C:25]([CH:26]=1)=[CH:24][CH:23]=[CH:22][CH:21]=2)=[O:37])[C:2]1[CH:3]=[CH:4][CH:5]=[CH:6][CH:7]=1. The catalyst class is: 5.